Dataset: Reaction yield outcomes from USPTO patents with 853,638 reactions. Task: Predict the reaction yield, written as a fraction of the theoretical maximum amount of product (1.0 means a 100% yield; for example, 0.34 means a 34% yield). (1) The reactants are Cl[C:2]1[N:10]=[C:9]([Cl:11])[CH:8]=[CH:7][C:3]=1[C:4]([OH:6])=[O:5].[NH3:12]. The catalyst is [Cu]I. The product is [NH2:12][C:2]1[N:10]=[C:9]([Cl:11])[CH:8]=[CH:7][C:3]=1[C:4]([OH:6])=[O:5]. The yield is 0.720. (2) The reactants are [NH2:1][C:2]1[C:3]([CH3:21])=[C:4]2[C:8](=[CH:9][C:10]=1[NH2:11])[C:7](=[O:12])[N:6]([CH:13]1[CH2:18][CH2:17][N:16]([CH3:19])[CH2:15][CH2:14]1)[C:5]2=[O:20].CC(O)=O.[I:26][C:27]1[C:32]([CH:33]=O)=[C:31]([O:35][CH3:36])[N:30]=[CH:29][CH:28]=1. The catalyst is CO. The product is [I:26][C:27]1[CH:28]=[CH:29][N:30]=[C:31]([O:35][CH3:36])[C:32]=1[C:33]1[NH:11][C:10]2[C:2]([N:1]=1)=[C:3]([CH3:21])[C:4]1[C:5](=[O:20])[N:6]([CH:13]3[CH2:14][CH2:15][N:16]([CH3:19])[CH2:17][CH2:18]3)[C:7](=[O:12])[C:8]=1[CH:9]=2. The yield is 0.470. (3) The reactants are [CH2:1]1[C:9]2[C:4](=[CH:5][CH:6]=[CH:7][CH:8]=2)[CH2:3][NH:2]1.[CH2:10]([O:12][C:13]([CH:15]([C:21]1[CH:22]=[C:23]2[C:27](=[CH:28][CH:29]=1)[N:26]([C:30]([O:32][C:33]([CH3:36])([CH3:35])[CH3:34])=[O:31])[C:25](=[O:37])[C:24]2=[O:38])[CH2:16][CH2:17][CH:18]([F:20])[F:19])=[O:14])[CH3:11]. The catalyst is O1CCCC1. The product is [C:33]([O:32][C:30]([NH:26][C:27]1[CH:28]=[CH:29][C:21]([CH:15]([CH2:16][CH2:17][CH:18]([F:19])[F:20])[C:13]([O:12][CH2:10][CH3:11])=[O:14])=[CH:22][C:23]=1[C:24](=[O:38])[C:25]([N:2]1[CH2:3][C:4]2[C:9](=[CH:8][CH:7]=[CH:6][CH:5]=2)[CH2:1]1)=[O:37])=[O:31])([CH3:35])([CH3:34])[CH3:36]. The yield is 0.250. (4) The reactants are [F:1][C:2]1[CH:7]=[C:6]([F:8])[C:5]([C:9]2[CH:10]=[N:11][CH:12]=[N:13][CH:14]=2)=[CH:4][C:3]=1[C@@:15]([NH:27][S@@:28]([C:30]([CH3:33])([CH3:32])[CH3:31])=[O:29])([CH2:17][C:18]([C:20]1[N:21]=[C:22]([CH3:26])[O:23][C:24]=1[CH3:25])=[O:19])[CH3:16].[H-].C(O[Al](OC(C)(C)C)OC(C)(C)C)(C)(C)C.[Li+].O.O.O.O.O.O.O.O.O.O.S([O-])([O-])(=O)=O.[Na+].[Na+].S([O-])([O-])(=O)=O.[Na+].[Na+]. The product is [F:1][C:2]1[CH:7]=[C:6]([F:8])[C:5]([C:9]2[CH:10]=[N:11][CH:12]=[N:13][CH:14]=2)=[CH:4][C:3]=1[C@@:15]([NH:27][S@@:28]([C:30]([CH3:33])([CH3:32])[CH3:31])=[O:29])([CH2:17][C@H:18]([C:20]1[N:21]=[C:22]([CH3:26])[O:23][C:24]=1[CH3:25])[OH:19])[CH3:16]. The yield is 0.800. The catalyst is CCOCC. (5) The reactants are Br[C:2]1[CH:3]=[C:4]([NH:10][C:11]2[CH:22]=[C:14]3[CH2:15][N:16]([CH:19]4[CH2:21][CH2:20]4)[CH2:17][CH2:18][N:13]3[N:12]=2)[C:5](=[O:9])[N:6]([CH3:8])[CH:7]=1.[C:23]([O:26][CH2:27][C:28]1[C:29]([N:43]2[CH2:55][CH2:54][N:46]3[C:47]4[CH2:48][CH2:49][CH2:50][CH2:51][C:52]=4[CH:53]=[C:45]3[C:44]2=[O:56])=[N:30][CH:31]=[CH:32][C:33]=1B1OC(C)(C)C(C)(C)O1)(=[O:25])[CH3:24]. No catalyst specified. The product is [C:23]([O:26][CH2:27][C:28]1[C:29]([N:43]2[CH2:55][CH2:54][N:46]3[C:47]4[CH2:48][CH2:49][CH2:50][CH2:51][C:52]=4[CH:53]=[C:45]3[C:44]2=[O:56])=[N:30][CH:31]=[CH:32][C:33]=1[C:2]1[CH:3]=[C:4]([NH:10][C:11]2[CH:22]=[C:14]3[CH2:15][N:16]([CH:19]4[CH2:21][CH2:20]4)[CH2:17][CH2:18][N:13]3[N:12]=2)[C:5](=[O:9])[N:6]([CH3:8])[CH:7]=1)(=[O:25])[CH3:24]. The yield is 0.890. (6) The reactants are CCO[CH:4]([OH:9])[C:5](Cl)(Cl)Cl.[O-]S([O-])(=O)=O.[Na+].[Na+].[Br:17][C:18]1[C:19]([CH3:25])=[C:20]([CH:22]=[CH:23][CH:24]=1)[NH2:21].Cl.N[OH:28].Cl. The catalyst is O. The product is [Br:17][C:18]1[C:19]([CH3:25])=[C:20]2[C:22]([C:4](=[O:9])[C:5](=[O:28])[NH:21]2)=[CH:23][CH:24]=1. The yield is 0.610. (7) The reactants are [CH2:1]([O:8][C:9]([NH:11][C:12]([C:32](=[O:34])[NH2:33])([CH2:18][C:19]([O:21][CH:22]1[CH:27]([CH:28]([CH3:30])[CH3:29])[CH2:26][CH2:25][CH:24]([CH3:31])[CH2:23]1)=[O:20])[C:13]([O:15][CH2:16][CH3:17])=[O:14])=[O:10])[C:2]1[CH:7]=[CH:6][CH:5]=[CH:4][CH:3]=1. The catalyst is CC(C)=O. The product is [CH2:1]([O:8][C:9]([NH:11][C@@:12]([C:32](=[O:34])[NH2:33])([CH2:18][C:19]([O:21][CH:22]1[CH:27]([CH:28]([CH3:30])[CH3:29])[CH2:26][CH2:25][CH:24]([CH3:31])[CH2:23]1)=[O:20])[C:13]([O:15][CH2:16][CH3:17])=[O:14])=[O:10])[C:2]1[CH:7]=[CH:6][CH:5]=[CH:4][CH:3]=1. The yield is 0.386.